Task: Predict the product of the given reaction.. Dataset: Forward reaction prediction with 1.9M reactions from USPTO patents (1976-2016) (1) Given the reactants [OH-].[Na+].[C:3]([O:7][C:8](=[O:40])[NH:9][C@H:10]1[CH2:15][CH2:14][C@H:13]([C:16]([CH2:31][NH:32][CH2:33][C:34]2[CH:39]=[CH:38][CH:37]=[CH:36][CH:35]=2)=[CH:17][C:18]2[C:27]3[C:22](=[CH:23][CH:24]=[C:25]([O:28][CH3:29])[N:26]=3)[N:21]=[CH:20][C:19]=2Cl)[CH2:12][CH2:11]1)([CH3:6])([CH3:5])[CH3:4].C(OCC)(=O)C, predict the reaction product. The product is: [C:3]([O:7][C:8](=[O:40])[NH:9][C@H:10]1[CH2:15][CH2:14][C@H:13]([C:16]2[CH2:31][N:32]([CH2:33][C:34]3[CH:39]=[CH:38][CH:37]=[CH:36][CH:35]=3)[C:19]3[CH:20]=[N:21][C:22]4[C:27]([C:18]=3[CH:17]=2)=[N:26][C:25]([O:28][CH3:29])=[CH:24][CH:23]=4)[CH2:12][CH2:11]1)([CH3:6])([CH3:5])[CH3:4]. (2) Given the reactants [CH2:1]([O:3][C:4]([C:6]1([C:9]2[CH:14]=[CH:13][C:12]([C:15]3[CH:20]=[CH:19][C:18]([C:21]4[S:22][C:23]([F:29])=[CH:24][C:25]=4C(O)=O)=[CH:17][C:16]=3[O:30][CH3:31])=[CH:11][CH:10]=2)[CH2:8][CH2:7]1)=[O:5])[CH3:2].C([N:34]([CH2:37]C)CC)C.C1(P(N=[N+]=[N-])(C2C=CC=CC=2)=[O:46])C=CC=CC=1.[S:56]1[CH:60]=[CH:59][CH:58]=[C:57]1[C@H:61]([OH:63])[CH3:62], predict the reaction product. The product is: [CH2:1]([O:3][C:4]([C:6]1([C:9]2[CH:10]=[CH:11][C:12]([C:15]3[CH:20]=[CH:19][C:18]([C:21]4[S:22][C:23]([F:29])=[CH:24][C:25]=4[NH:34][C:37]([O:63][C@@H:61]([C:57]4[S:56][CH:60]=[CH:59][CH:58]=4)[CH3:62])=[O:46])=[CH:17][C:16]=3[O:30][CH3:31])=[CH:13][CH:14]=2)[CH2:7][CH2:8]1)=[O:5])[CH3:2]. (3) The product is: [CH:1]([C@@H:4]1[C:9]([O:10][CH3:11])=[N:8][C@@H:7]([CH2:25][C:26]2[CH:31]=[CH:30][C:29]([N+:32]([O-:34])=[O:33])=[C:28]([O:35][CH2:36][CH2:37][CH3:38])[CH:27]=2)[C:6]([O:12][CH3:13])=[N:5]1)([CH3:3])[CH3:2]. Given the reactants [CH:1]([C@@H:4]1[C:9]([O:10][CH3:11])=[N:8][CH2:7][C:6]([O:12][CH3:13])=[N:5]1)([CH3:3])[CH3:2].[Li]CCCC.C([Cu])#N.[Li+].[Cl-].Br[CH2:25][C:26]1[CH:31]=[CH:30][C:29]([N+:32]([O-:34])=[O:33])=[C:28]([O:35][CH2:36][CH2:37][CH3:38])[CH:27]=1, predict the reaction product. (4) Given the reactants [CH2:1]([O:9][C:10]1[CH:15]=[CH:14][C:13]([C:16]2[CH:17]=[CH:18][C:19]3[NH:20][C:21]4[C:26]([C:27]=3[CH:28]=2)=[CH:25][C:24]([C:29]2[CH:34]=[CH:33][C:32]([O:35][CH2:36][CH2:37][CH2:38][CH2:39][CH2:40][CH2:41][CH2:42][CH3:43])=[CH:31][CH:30]=2)=[CH:23][CH:22]=4)=[CH:12][CH:11]=1)[CH2:2][CH2:3][CH2:4][CH2:5][CH2:6][CH2:7][CH3:8].Br[CH2:45][CH2:46][CH2:47][CH2:48][CH2:49][CH2:50][CH2:51][CH3:52].[OH-].[Na+], predict the reaction product. The product is: [CH2:45]([N:20]1[C:19]2[CH:18]=[CH:17][C:16]([C:13]3[CH:12]=[CH:11][C:10]([O:9][CH2:1][CH2:2][CH2:3][CH2:4][CH2:5][CH2:6][CH2:7][CH3:8])=[CH:15][CH:14]=3)=[CH:28][C:27]=2[C:26]2[C:21]1=[CH:22][CH:23]=[C:24]([C:29]1[CH:34]=[CH:33][C:32]([O:35][CH2:36][CH2:37][CH2:38][CH2:39][CH2:40][CH2:41][CH2:42][CH3:43])=[CH:31][CH:30]=1)[CH:25]=2)[CH2:46][CH2:47][CH2:48][CH2:49][CH2:50][CH2:51][CH3:52]. (5) The product is: [Br:39][C:18]1[CH:19]=[CH:20][C:15]([CH:10]([NH:9][C@H:8]([C:7]([NH:6][CH2:3][C:1]#[N:2])=[O:34])[CH2:31][CH2:32][CH3:33])[C:11]([F:14])([F:13])[F:12])=[CH:16][CH:17]=1. Given the reactants [C:1]([C:3]1([NH:6][C:7](=[O:34])[C@H:8]([CH2:31][CH2:32][CH3:33])[NH:9][C@@H:10]([C:15]2[CH:20]=[CH:19][C:18](C3C=CC(S(C)(=O)=O)=CC=3)=[CH:17][CH:16]=2)[C:11]([F:14])([F:13])[F:12])CC1)#[N:2].NCC#N.[Br:39]C1C=CC([C@H](N[C@@H](CCC)C(O)=O)C(F)(F)F)=CC=1, predict the reaction product. (6) Given the reactants [NH2:1][C:2]1[C:3]([C:7]2[NH:23][C:10]3=[CH:11][C:12]4[C:13]([CH3:22])([CH3:21])[C:14](=[O:20])[N:15]([CH2:18][CH3:19])[C:16]=4[CH:17]=[C:9]3[N:8]=2)=[N:4][NH:5][CH:6]=1.[CH2:24]([O:26][C:27]1[CH:28]=[C:29]([CH:33]=[C:34]([O:36][CH2:37][CH3:38])[CH:35]=1)[C:30](O)=[O:31])[CH3:25], predict the reaction product. The product is: [CH2:37]([O:36][C:34]1[CH:33]=[C:29]([CH:28]=[C:27]([O:26][CH2:24][CH3:25])[CH:35]=1)[C:30]([NH:1][C:2]1[C:3]([C:7]2[NH:23][C:10]3=[CH:11][C:12]4[C:13]([CH3:22])([CH3:21])[C:14](=[O:20])[N:15]([CH2:18][CH3:19])[C:16]=4[CH:17]=[C:9]3[N:8]=2)=[N:4][NH:5][CH:6]=1)=[O:31])[CH3:38]. (7) Given the reactants C[O:2][C:3]([C:5]1[C:6]([OH:31])=[C:7]2[C:12](=[CH:13][N:14]=1)[N:11]([CH2:15][C:16]1[CH:21]=[CH:20][CH:19]=[CH:18][CH:17]=1)[C:10](=[O:22])[C:9]([C:23]1[CH:28]=[CH:27][C:26]([O:29][CH3:30])=[CH:25][CH:24]=1)=[CH:8]2)=O.[OH-].[Na+].C1C=CC2N(O)N=NC=2C=1.C(Cl)CCl.Cl.[CH2:49]([O:51][C:52](=[O:57])[CH2:53][CH2:54][CH2:55][NH2:56])[CH3:50].CCN(C(C)C)C(C)C, predict the reaction product. The product is: [CH2:49]([O:51][C:52](=[O:57])[CH2:53][CH2:54][CH2:55][NH:56][C:3]([C:5]1[C:6]([OH:31])=[C:7]2[C:12](=[CH:13][N:14]=1)[N:11]([CH2:15][C:16]1[CH:17]=[CH:18][CH:19]=[CH:20][CH:21]=1)[C:10](=[O:22])[C:9]([C:23]1[CH:24]=[CH:25][C:26]([O:29][CH3:30])=[CH:27][CH:28]=1)=[CH:8]2)=[O:2])[CH3:50]. (8) Given the reactants [CH:1]1[C:9]2[N:8]3[C:10]([C@@H:13]4[C@H:17]([CH3:18])[CH2:16][C@H:15](N)[CH2:14]4)=[CH:11][N:12]=[C:7]3[CH:6]=[N:5][C:4]=2[NH:3][CH:2]=1.C(C1C(=O)C(=[O:34])C=C(C(C)(C)C)C=1)(C)(C)C.C1COCC1.C(O)(=O)C(O)=O, predict the reaction product. The product is: [CH:1]1[C:9]2[N:8]3[C:10]([C@@H:13]4[C@H:17]([CH3:18])[CH2:16][C:15](=[O:34])[CH2:14]4)=[CH:11][N:12]=[C:7]3[CH:6]=[N:5][C:4]=2[NH:3][CH:2]=1. (9) The product is: [F:22][C:23]([F:36])([F:35])[S:24]([O:1][C:2]1[CH:20]=[CH:19][CH:18]=[CH:17][C:3]=1[O:4][C:5]1[CH:13]=[C:9]([C:10]([OH:12])=[O:11])[CH:8]=[C:7]([CH:6]=1)[C:14]([OH:16])=[O:15])(=[O:26])=[O:25]. Given the reactants [OH:1][C:2]1[CH:20]=[CH:19][CH:18]=[CH:17][C:3]=1[O:4][C:5]1[CH:6]=[C:7]([C:14]([OH:16])=[O:15])[CH:8]=[C:9]([CH:13]=1)[C:10]([OH:12])=[O:11].Cl.[F:22][C:23]([F:36])([F:35])[S:24](O[S:24]([C:23]([F:36])([F:35])[F:22])(=[O:26])=[O:25])(=[O:26])=[O:25], predict the reaction product. (10) Given the reactants [O:1]1[CH2:4][C:3](=O)[CH2:2]1.[N+:6]([C:9]1[CH:14]=[CH:13][C:12]([N:15]2[CH2:20][CH2:19][CH2:18][C@@H:17]([NH2:21])[CH2:16]2)=[CH:11][C:10]=1[O:22][CH:23]([CH3:25])[CH3:24])([O-:8])=[O:7].C(O[BH-](OC(=O)C)OC(=O)C)(=O)C.[Na+], predict the reaction product. The product is: [N+:6]([C:9]1[CH:14]=[CH:13][C:12]([N:15]2[CH2:20][CH2:19][CH2:18][C@@H:17]([NH:21][CH:3]3[CH2:2][O:1][CH2:4]3)[CH2:16]2)=[CH:11][C:10]=1[O:22][CH:23]([CH3:25])[CH3:24])([O-:8])=[O:7].